This data is from Catalyst prediction with 721,799 reactions and 888 catalyst types from USPTO. The task is: Predict which catalyst facilitates the given reaction. (1) Reactant: [CH2:1]([N:8]1[C:13](=[O:14])[C:12]([N+:15]([O-:17])=[O:16])=[C:11]([CH3:18])[N:10]=[C:9]1/[N:19]=[CH:20]/[N:21]([CH3:23])[CH3:22])[C:2]1[CH:7]=[CH:6][CH:5]=[CH:4][CH:3]=1. Product: [CH2:1]([N:8]1[C:13](=[O:14])[C:12]([N+:15]([O-:17])=[O:16])=[C:11](/[CH:18]=[CH:1]/[N:8]([CH3:13])[CH3:9])[N:10]=[C:9]1/[N:19]=[CH:20]/[N:21]([CH3:22])[CH3:23])[C:2]1[CH:3]=[CH:4][CH:5]=[CH:6][CH:7]=1. The catalyst class is: 3. (2) Reactant: [O:1]=[C:2]1[N:10]([CH2:11][CH2:12][CH3:13])[C:9]2[NH:8][C:7]([C:14]34[CH2:21][CH2:20][C:17]([CH:22]=[N:23][OH:24])([CH2:18][CH2:19]3)[CH2:16][CH2:15]4)=[N:6][C:5]=2[C:4](=[O:25])[N:3]1[CH2:26][CH2:27][CH3:28].ClN1[C:34](=[O:35])[CH2:33][CH2:32]C1=O.C(O)C#C.CCN(CC)CC. Product: [OH:35][CH2:34][C:33]1[O:24][N:23]=[C:22]([C:17]23[CH2:20][CH2:21][C:14]([C:7]4[NH:8][C:9]5[N:10]([CH2:11][CH2:12][CH3:13])[C:2](=[O:1])[N:3]([CH2:26][CH2:27][CH3:28])[C:4](=[O:25])[C:5]=5[N:6]=4)([CH2:19][CH2:18]2)[CH2:15][CH2:16]3)[CH:32]=1. The catalyst class is: 3. (3) Reactant: [Br:1][C:2]1[CH:3]=[C:4]([CH:8]=[C:9]([F:11])[CH:10]=1)[C:5]([OH:7])=[O:6].[CH2:12](O)[CH3:13]. Product: [CH2:12]([O:6][C:5](=[O:7])[C:4]1[CH:8]=[C:9]([F:11])[CH:10]=[C:2]([Br:1])[CH:3]=1)[CH3:13]. The catalyst class is: 65.